This data is from Reaction yield outcomes from USPTO patents with 853,638 reactions. The task is: Predict the reaction yield, written as a fraction of the theoretical maximum amount of product (1.0 means a 100% yield; for example, 0.34 means a 34% yield). The reactants are Cl.[NH2:2][C:3]1[N:8]=[CH:7][C:6](/[CH:9]=[CH:10]/[C:11]([OH:13])=O)=[C:5]([CH3:14])[CH:4]=1.CCN(CC)CC.[CH3:22][N:23]1[C:31]2[C:26](=[CH:27][CH:28]=[CH:29][CH:30]=2)[CH:25]=[C:24]1[CH2:32][NH:33][CH3:34].C1C=CC2N(O)N=NC=2C=1.O.C1CCC(N=C=NC2CCCCC2)CC1. The catalyst is CN(C=O)C.C(Cl)Cl. The product is [NH2:2][C:3]1[N:8]=[CH:7][C:6](/[CH:9]=[CH:10]/[C:11]([N:33]([CH3:34])[CH2:32][C:24]2[N:23]([CH3:22])[C:31]3[C:26]([CH:25]=2)=[CH:27][CH:28]=[CH:29][CH:30]=3)=[O:13])=[C:5]([CH3:14])[CH:4]=1. The yield is 0.740.